Dataset: Catalyst prediction with 721,799 reactions and 888 catalyst types from USPTO. Task: Predict which catalyst facilitates the given reaction. (1) Reactant: [F:1][C:2]1[CH:11]=[C:10]([CH:12]=[O:13])[CH:9]=[C:8]([OH:14])[C:3]=1[C:4]([O:6]C)=[O:5].[OH-].[Na+].Cl.CCO. Product: [F:1][C:2]1[CH:11]=[C:10]([CH:12]=[O:13])[CH:9]=[C:8]([OH:14])[C:3]=1[C:4]([OH:6])=[O:5]. The catalyst class is: 5. (2) Reactant: [CH:1]12[CH2:10][CH:5]3[CH2:6][CH:7]([CH2:9][CH:3]([CH2:4]3)[C:2]1=[O:11])[CH2:8]2.[CH2:12](Br)[CH3:13].[Li].[C:16](Cl)(=[O:20])[C:17]([CH3:19])=[CH2:18].[OH-].[Na+]. Product: [C:16]([O:11][C:2]1([CH2:12][CH3:13])[CH:3]2[CH2:9][CH:7]3[CH2:6][CH:5]([CH2:10][CH:1]1[CH2:8]3)[CH2:4]2)(=[O:20])[C:17]([CH3:19])=[CH2:18]. The catalyst class is: 83. (3) Reactant: [C:1]([CH:3]([CH:7]1[C:11]([Cl:12])=[C:10](Cl)C(=O)O1)[C:4]([NH2:6])=[O:5])#[N:2].Cl.[CH3:16][S:17]([C:20]1[CH:28]=[C:27]2[C:23]([CH2:24][CH2:25][CH:26]2[NH2:29])=[CH:22][CH:21]=1)(=[O:19])=[O:18].C(=O)([O-])[O-].[K+].[K+]. Product: [ClH:12].[Cl:12][C:11]1[CH:7]=[C:3]([C:4]([NH2:6])=[O:5])[C:1](=[NH:2])[N:29]([CH:26]2[C:27]3[C:23](=[CH:22][CH:21]=[C:20]([S:17]([CH3:16])(=[O:19])=[O:18])[CH:28]=3)[CH2:24][CH2:25]2)[CH:10]=1. The catalyst class is: 8. (4) Reactant: [CH2:1]([CH:3]1[N:12]([S:13]([C:16]2[CH:21]=[CH:20][C:19]([O:22][CH3:23])=[C:18]([CH3:24])[CH:17]=2)(=[O:15])=[O:14])[C:11]2[C:6](=[CH:7][C:8]([F:26])=[C:9]([F:25])[CH:10]=2)[N:5]2[CH:27]=[CH:28][CH:29]=[C:4]12)[CH3:2].ClS([N:34]=[C:35]=O)(=O)=O.CN(C=O)C. Product: [CH2:1]([CH:3]1[N:12]([S:13]([C:16]2[CH:21]=[CH:20][C:19]([O:22][CH3:23])=[C:18]([CH3:24])[CH:17]=2)(=[O:15])=[O:14])[C:11]2[C:6](=[CH:7][C:8]([F:26])=[C:9]([F:25])[CH:10]=2)[N:5]2[C:27]([C:35]#[N:34])=[CH:28][CH:29]=[C:4]12)[CH3:2]. The catalyst class is: 1. (5) Reactant: Br[C:2]1[CH:3]=[CH:4][C:5]2[O:14][CH2:13][CH2:12][N:11]3[C:7](=[N:8][C:9]([C:15]4[CH:20]=[CH:19][CH:18]=[CH:17][N:16]=4)=[CH:10]3)[C:6]=2[CH:21]=1.[C:22]([N:26]1[CH2:31][CH2:30][CH:29]([SH:32])[CH2:28][CH2:27]1)([CH3:25])([CH3:24])[CH3:23].CC1(C)C2C(=C(P(C3C=CC=CC=3)C3C=CC=CC=3)C=CC=2)OC2C(P(C3C=CC=CC=3)C3C=CC=CC=3)=CC=CC1=2.CCN(C(C)C)C(C)C. Product: [C:22]([N:26]1[CH2:31][CH2:30][CH:29]([S:32][C:2]2[CH:3]=[CH:4][C:5]3[O:14][CH2:13][CH2:12][N:11]4[CH:10]=[C:9]([C:15]5[CH:20]=[CH:19][CH:18]=[CH:17][N:16]=5)[N:8]=[C:7]4[C:6]=3[CH:21]=2)[CH2:28][CH2:27]1)([CH3:25])([CH3:23])[CH3:24]. The catalyst class is: 62. (6) Reactant: [C:1]([O:5][C:6]([N:8]1[CH2:14][CH2:13][CH2:12][CH:11]([NH2:15])[CH2:10][CH2:9]1)=[O:7])([CH3:4])([CH3:3])[CH3:2].[CH3:16][CH:17]([CH3:36])[CH2:18][C@H:19]([NH:23][C:24]([C:26]1[N:27]([CH3:35])[C:28]2[C:33]([CH:34]=1)=[CH:32][CH:31]=[CH:30][CH:29]=2)=[O:25])[C:20](O)=[O:21].C(Cl)CCl.ON1C(=O)C2C=CC=CC=2N=N1.CN1CCOCC1. Product: [C:1]([O:5][C:6]([N:8]1[CH2:14][CH2:13][CH2:12][CH:11]([NH:15][C:20](=[O:21])[C@@H:19]([NH:23][C:24]([C:26]2[N:27]([CH3:35])[C:28]3[C:33]([CH:34]=2)=[CH:32][CH:31]=[CH:30][CH:29]=3)=[O:25])[CH2:18][CH:17]([CH3:36])[CH3:16])[CH2:10][CH2:9]1)=[O:7])([CH3:4])([CH3:2])[CH3:3]. The catalyst class is: 2. (7) Reactant: [C:1]([O:5][CH2:6][CH3:7])(=[O:4])[CH2:2][CH3:3].[I-].[NH2:9][N+:10]1[CH:15]=[CH:14][CH:13]=[CH:12][CH:11]=1.C(=O)([O-])[O-].[K+].[K+].O. Product: [N:9]1[N:10]2[CH:15]=[CH:14][CH:13]=[CH:12][C:11]2=[C:2]([C:1]([O:5][CH2:6][CH3:7])=[O:4])[CH:3]=1. The catalyst class is: 13. (8) Reactant: CS(O[CH2:6][CH2:7][C:8]1[CH:13]=[CH:12][C:11]([CH2:14][CH2:15][C:16]2[CH:21]=[CH:20][C:19]([N:22]3[CH2:27][CH2:26][N:25]([C:28](=[O:30])[CH3:29])[CH2:24][CH2:23]3)=[CH:18][N:17]=2)=[CH:10][CH:9]=1)(=O)=O.[N-:31]=[N+:32]=[N-:33].[Na+].O. The catalyst class is: 9. Product: [C:28]([N:25]1[CH2:24][CH2:23][N:22]([C:19]2[CH:18]=[N:17][C:16]([CH2:15][CH2:14][C:11]3[CH:10]=[CH:9][C:8]([CH2:7][CH2:6][N:31]=[N+:32]=[N-:33])=[CH:13][CH:12]=3)=[CH:21][CH:20]=2)[CH2:27][CH2:26]1)(=[O:30])[CH3:29]. (9) The catalyst class is: 748. Reactant: C([O:8][C:9]1[CH:14]=[C:13]([C:15]2[S:19][CH:18]=[N:17][CH:16]=2)[CH:12]=[CH:11][C:10]=1[N:20]1[S:24](=[O:26])(=[O:25])[NH:23][C:22](=[O:27])[CH2:21]1)C1C=CC=CC=1. Product: [OH:8][C:9]1[CH:14]=[C:13]([C:15]2[S:19][CH:18]=[N:17][CH:16]=2)[CH:12]=[CH:11][C:10]=1[N:20]1[S:24](=[O:26])(=[O:25])[NH:23][C:22](=[O:27])[CH2:21]1.